Dataset: Catalyst prediction with 721,799 reactions and 888 catalyst types from USPTO. Task: Predict which catalyst facilitates the given reaction. (1) Reactant: [CH3:1][O:2][C:3]([C:5]1[N:6]([CH2:23][C:24]2[CH:29]=[CH:28][C:27]([F:30])=[C:26]([C:31]([F:34])([F:33])[F:32])[CH:25]=2)[C:7]2[C:12]([CH:13]=1)=[C:11]([F:14])[C:10]([O:15]CC1C=CC=CC=1)=[CH:9][CH:8]=2)=[O:4]. Product: [CH3:1][O:2][C:3]([C:5]1[N:6]([CH2:23][C:24]2[CH:29]=[CH:28][C:27]([F:30])=[C:26]([C:31]([F:34])([F:32])[F:33])[CH:25]=2)[C:7]2[C:12]([CH:13]=1)=[C:11]([F:14])[C:10]([OH:15])=[CH:9][CH:8]=2)=[O:4]. The catalyst class is: 78. (2) Reactant: [Cl:1][C:2]1[CH:3]=[C:4](/[C:12](=[N:16]\[O:17][CH:18]2[CH2:22][CH2:21][CH2:20][CH2:19]2)/[C:13]([OH:15])=O)[CH:5]=[CH:6][C:7]=1[S:8]([CH3:11])(=[O:10])=[O:9].[N:23]1[CH:28]=[CH:27][N:26]=[CH:25][C:24]=1[NH2:29].CN1CCOCC1.C(OCC)(=O)C. Product: [Cl:1][C:2]1[CH:3]=[C:4](/[C:12](=[N:16]\[O:17][CH:18]2[CH2:22][CH2:21][CH2:20][CH2:19]2)/[C:13]([NH:29][C:24]2[CH:25]=[N:26][CH:27]=[CH:28][N:23]=2)=[O:15])[CH:5]=[CH:6][C:7]=1[S:8]([CH3:11])(=[O:9])=[O:10]. The catalyst class is: 391. (3) Reactant: [OH:1][C:2]1[CH:7]=[CH:6][C:5]([CH2:8][CH2:9][C:10]([OH:12])=O)=[CH:4][CH:3]=1.[F:13][C:14]1[CH:24]=[C:23]([F:25])[CH:22]=[CH:21][C:15]=1[CH2:16][NH:17][CH2:18][CH2:19][CH3:20].CN(C(ON1N=NC2C=CC=CC1=2)=[N+](C)C)C.[B-](F)(F)(F)F.CCN(C(C)C)C(C)C.C(=O)([O-])O.[Na+]. Product: [F:13][C:14]1[CH:24]=[C:23]([F:25])[CH:22]=[CH:21][C:15]=1[CH2:16][N:17]([CH2:18][CH2:19][CH3:20])[C:10](=[O:12])[CH2:9][CH2:8][C:5]1[CH:4]=[CH:3][C:2]([OH:1])=[CH:7][CH:6]=1. The catalyst class is: 3. (4) Reactant: [CH3:1][C:2]([CH3:36])([CH3:35])[C:3]([C:29]1[CH:30]=[N:31][CH:32]=[N:33][CH:34]=1)([O:19]B1OC(C)(C)C(C)(C)O1)[C:4]1[CH:9]=[CH:8][C:7](B2OC(C)(C)C(C)(C)O2)=[CH:6][N:5]=1.P([O-])([O-])([O-])=O.[K+].[K+].[K+].Br[C:46]1[CH:53]=[CH:52][C:51]([C:54]([C:57]#[N:58])([CH3:56])[CH3:55])=[CH:50][C:47]=1[C:48]#[N:49].O. The catalyst class is: 335. Product: [C:57]([C:54]([C:51]1[CH:52]=[CH:53][C:46]([C:7]2[CH:6]=[N:5][C:4]([C:3]([OH:19])([C:29]3[CH:30]=[N:31][CH:32]=[N:33][CH:34]=3)[C:2]([CH3:1])([CH3:36])[CH3:35])=[CH:9][CH:8]=2)=[C:47]([CH:50]=1)[C:48]#[N:49])([CH3:56])[CH3:55])#[N:58]. (5) Reactant: [Br:1][C:2]1[CH:7]=[N:6][C:5]([OH:8])=[C:4]2[O:9][C:10]([Cl:12])=[CH:11][C:3]=12.[C:13]([O-])([O-])=O.[K+].[K+].CI. Product: [Br:1][C:2]1[C:3]2[CH:11]=[C:10]([Cl:12])[O:9][C:4]=2[C:5](=[O:8])[N:6]([CH3:13])[CH:7]=1. The catalyst class is: 3. (6) Reactant: [CH3:1][N:2]([CH3:26])[C:3](=[O:25])[O:4][C:5]1[CH:10]=[CH:9][CH:8]=[C:7]([NH:11][C:12]([C:14]2([O:20][CH2:21][CH2:22][O:23][CH3:24])[CH2:19][CH2:18][NH:17][CH2:16][CH2:15]2)=[O:13])[CH:6]=1.C(N(CC)C(C)C)(C)C.Cl[C:37]1[C:38]2[C:45]([CH3:46])=[CH:44][NH:43][C:39]=2[N:40]=[CH:41][N:42]=1. Product: [CH3:26][N:2]([CH3:1])[C:3](=[O:25])[O:4][C:5]1[CH:10]=[CH:9][CH:8]=[C:7]([NH:11][C:12]([C:14]2([O:20][CH2:21][CH2:22][O:23][CH3:24])[CH2:19][CH2:18][N:17]([C:37]3[C:38]4[C:45]([CH3:46])=[CH:44][NH:43][C:39]=4[N:40]=[CH:41][N:42]=3)[CH2:16][CH2:15]2)=[O:13])[CH:6]=1. The catalyst class is: 32. (7) Reactant: [CH3:1][C:2]1[CH:7]=[C:6]([CH3:8])[CH:5]=[CH:4][C:3]=1[C:9]1[C:18]2[O:17][CH:16]([CH3:19])[C:15](=[O:20])[NH:14][C:13]=2[CH:12]=[CH:11][CH:10]=1.[H-].[Na+].Br[CH:24]([CH2:28][CH2:29][CH3:30])[CH2:25][CH2:26][CH3:27]. Product: [CH3:1][C:2]1[CH:7]=[C:6]([CH3:8])[CH:5]=[CH:4][C:3]=1[C:9]1[C:18]2[O:17][CH:16]([CH3:19])[C:15](=[O:20])[N:14]([CH:24]([CH2:28][CH2:29][CH3:30])[CH2:25][CH2:26][CH3:27])[C:13]=2[CH:12]=[CH:11][CH:10]=1. The catalyst class is: 35.